From a dataset of Forward reaction prediction with 1.9M reactions from USPTO patents (1976-2016). Predict the product of the given reaction. (1) Given the reactants [Cl:1][C:2]1[CH:3]=[CH:4][C:5]2[N:6]([CH:8]=[C:9]([C:11]([OH:13])=O)[N:10]=2)[CH:7]=1.Cl.CN(C)CCCN=C=NCC.ON1C2C=CC=CC=2N=N1.Cl.[CH3:37][NH:38][O:39][CH3:40], predict the reaction product. The product is: [CH3:40][O:39][N:38]([CH3:37])[C:11]([C:9]1[N:10]=[C:5]2[CH:4]=[CH:3][C:2]([Cl:1])=[CH:7][N:6]2[CH:8]=1)=[O:13]. (2) Given the reactants [NH:1]1[CH:5]=[CH:4][C:3]([C:6]([O:8][CH2:9][CH3:10])=[O:7])=[N:2]1.[H-].[Na+].Br[CH2:14][C:15]1[CH:20]=[CH:19][CH:18]=[CH:17][C:16]=1[O:21][C:22]1[CH:27]=[CH:26][CH:25]=[CH:24][CH:23]=1, predict the reaction product. The product is: [C:22]1([O:21][C:16]2[CH:17]=[CH:18][CH:19]=[CH:20][C:15]=2[CH2:14][N:1]2[CH:5]=[CH:4][C:3]([C:6]([O:8][CH2:9][CH3:10])=[O:7])=[N:2]2)[CH:23]=[CH:24][CH:25]=[CH:26][CH:27]=1. (3) The product is: [CH3:26][O:25][C:23]([C:18]12[CH2:21][CH2:22][C:15]([C:14]3[CH2:1][C:2]4([CH2:5][N:4]([C:6]([O:8][C:9]([CH3:12])([CH3:11])[CH3:10])=[O:7])[CH2:3]4)[O:28][N:27]=3)([CH2:20][CH2:19]1)[CH2:16][CH2:17]2)=[O:24]. Given the reactants [CH2:1]=[C:2]1[CH2:5][N:4]([C:6]([O:8][C:9]([CH3:12])([CH3:11])[CH3:10])=[O:7])[CH2:3]1.Cl/[C:14](=[N:27]\[OH:28])/[C:15]12[CH2:22][CH2:21][C:18]([C:23]([O:25][CH3:26])=[O:24])([CH2:19][CH2:20]1)[CH2:17][CH2:16]2, predict the reaction product. (4) Given the reactants Cl[C:2]1[N:7]=[C:6]([CH3:8])[CH:5]=[CH:4][N:3]=1.[F-].[K+].[C:11]([N:14]1[C:23]2[C:18](=[CH:19][C:20]([C:25]([O:27][CH3:28])=[O:26])=[C:21]([F:24])[CH:22]=2)[C@H:17]([NH2:29])[C@@H:16]([CH3:30])[C@@H:15]1[CH:31]1[CH2:33][CH2:32]1)(=[O:13])[CH3:12].C1OCCOCCOCCOCCOCCOC1.CCN(C(C)C)C(C)C, predict the reaction product. The product is: [C:11]([N:14]1[C:23]2[C:18](=[CH:19][C:20]([C:25]([O:27][CH3:28])=[O:26])=[C:21]([F:24])[CH:22]=2)[C@H:17]([NH:29][C:2]2[N:7]=[C:6]([CH3:8])[CH:5]=[CH:4][N:3]=2)[C@@H:16]([CH3:30])[C@@H:15]1[CH:31]1[CH2:32][CH2:33]1)(=[O:13])[CH3:12]. (5) Given the reactants [OH:1][C:2]1C=CC(C(O)=O)=[CH:4][N:3]=1.[OH:11]N1C2N=CC=CC=2N=N1.Cl.CN(C)CC[CH2:26][N:27]=[C:28]=[N:29]CC.[CH3:33][C:34]([CH3:38])([CH3:37])[CH2:35]N.C(N(CC)C(C)C)(C)C.C([O:51][CH2:52][CH3:53])(=O)C, predict the reaction product. The product is: [OH:51][C:52]1[CH:53]=[N:29][C:28]([N:3]2[C:4](=[O:11])[CH2:35][C:34]([CH3:38])([CH3:37])[CH2:33][C:2]2=[O:1])=[N:27][CH:26]=1. (6) Given the reactants Cl[C:2]1[CH:7]=[CH:6][C:5]([S:8]([C:11]2[C:12]([CH2:16][C:17]3[C:25]4[C:20](=[CH:21][CH:22]=[C:23]([F:26])[CH:24]=4)[N:19]([CH2:27][C:28]([OH:30])=[O:29])[C:18]=3[CH3:31])=[CH:13][S:14][CH:15]=2)(=[O:10])=[O:9])=[CH:4][CH:3]=1.C(N(CC)CC)C, predict the reaction product. The product is: [C:5]1([S:8]([C:11]2[C:12]([CH2:16][C:17]3[C:25]4[C:20](=[CH:21][CH:22]=[C:23]([F:26])[CH:24]=4)[N:19]([CH2:27][C:28]([OH:30])=[O:29])[C:18]=3[CH3:31])=[CH:13][S:14][CH:15]=2)(=[O:10])=[O:9])[CH:6]=[CH:7][CH:2]=[CH:3][CH:4]=1. (7) Given the reactants [Cl:1][C:2]1[CH:3]=[C:4]([CH:10]=[CH:11][CH:12]=1)[O:5][CH2:6][C:7]([OH:9])=[O:8].[Cl:13][C:14]1[CH:19]=[C:18]([O:20][CH2:21][CH:22]=[C:23]([Cl:25])[Cl:24])[CH:17]=[C:16]([Cl:26])[C:15]=1[CH2:27]O.Cl.CN(C)CCCN=C=NCC, predict the reaction product. The product is: [Cl:13][C:14]1[CH:19]=[C:18]([O:20][CH2:21][CH:22]=[C:23]([Cl:24])[Cl:25])[CH:17]=[C:16]([Cl:26])[C:15]=1[CH2:27][O:8][C:7](=[O:9])[CH2:6][O:5][C:4]1[CH:10]=[CH:11][CH:12]=[C:2]([Cl:1])[CH:3]=1.